Dataset: Full USPTO retrosynthesis dataset with 1.9M reactions from patents (1976-2016). Task: Predict the reactants needed to synthesize the given product. (1) The reactants are: CO[C:3](=[O:13])[C:4]1[C:9]([CH2:10]Br)=[CH:8][CH:7]=[CH:6][C:5]=1[Br:12].[ClH:14].[CH3:15][O:16][C:17]1[CH:22]=[CH:21][C:20]([NH2:23])=[CH:19][C:18]=1[O:24][CH2:25][CH2:26][N:27]1[CH2:32][CH2:31][CH:30]([CH3:33])[CH2:29][CH2:28]1. Given the product [ClH:14].[Br:12][C:5]1[CH:6]=[CH:7][CH:8]=[C:9]2[C:4]=1[C:3](=[O:13])[N:23]([C:20]1[CH:21]=[CH:22][C:17]([O:16][CH3:15])=[C:18]([O:24][CH2:25][CH2:26][N:27]3[CH2:28][CH2:29][CH:30]([CH3:33])[CH2:31][CH2:32]3)[CH:19]=1)[CH2:10]2, predict the reactants needed to synthesize it. (2) Given the product [CH3:1][O:2][C:3](=[O:12])[CH:4]([C:6]1[CH:11]=[CH:10][CH:9]=[CH:8][CH:7]=1)[N:29]1[CH2:30][CH2:31][N:26]([C:21]2[CH:22]=[CH:23][CH:24]=[CH:25][N:20]=2)[CH2:27][CH2:28]1, predict the reactants needed to synthesize it. The reactants are: [CH3:1][O:2][C:3](=[O:12])[CH:4]([C:6]1[CH:11]=[CH:10][CH:9]=[CH:8][CH:7]=1)Br.CCN(CC)CC.[N:20]1[CH:25]=[CH:24][CH:23]=[CH:22][C:21]=1[N:26]1[CH2:31][CH2:30][NH:29][CH2:28][CH2:27]1.